Task: Predict which catalyst facilitates the given reaction.. Dataset: Catalyst prediction with 721,799 reactions and 888 catalyst types from USPTO (1) Reactant: [NH2:1][C:2]1[N:6]=[CH:5][NH:4][N:3]=1.C(N(CC)CC)C.[C:14]([C:16]1[CH:23]=[CH:22][C:19]([CH:20]=O)=[CH:18][CH:17]=1)#[N:15].[C:24]([O:30][CH2:31][CH:32]=[CH2:33])(=[O:29])[CH2:25][C:26]([CH3:28])=O. Product: [CH2:31]([O:30][C:24]([C:25]1[CH:20]([C:19]2[CH:22]=[CH:23][C:16]([C:14]#[N:15])=[CH:17][CH:18]=2)[N:3]2[N:4]=[CH:5][N:6]=[C:2]2[NH:1][C:26]=1[CH3:28])=[O:29])[CH:32]=[CH2:33]. The catalyst class is: 41. (2) Reactant: [C:1]([O:5][C:6]([NH:8][CH2:9][CH2:10][CH2:11][CH2:12][CH2:13][O:14][CH2:15][C:16]([O:18][CH2:19][CH3:20])=[O:17])=[O:7])([CH3:4])([CH3:3])[CH3:2].[CH3:21]I.[H-].[Na+].O. Product: [C:1]([O:5][C:6]([N:8]([CH3:21])[CH2:9][CH2:10][CH2:11][CH2:12][CH2:13][O:14][CH2:15][C:16]([O:18][CH2:19][CH3:20])=[O:17])=[O:7])([CH3:4])([CH3:3])[CH3:2]. The catalyst class is: 9. (3) Reactant: [CH3:1][O:2][C:3]1[CH:28]=[C:27]([O:29][CH3:30])[CH:26]=[CH:25][C:4]=1[CH2:5][N:6]([C:19]1[CH:24]=[CH:23][N:22]=[CH:21][N:20]=1)[S:7]([C:10]1[CH:15]=[C:14]([F:16])[C:13](F)=[CH:12][C:11]=1[F:18])(=[O:9])=[O:8].[CH3:31][N:32]1[C:36]([C@H:37]2[CH2:41][CH2:40][CH2:39][C@@H:38]2[OH:42])=[CH:35][CH:34]=[N:33]1.[H-].[Na+].O. Product: [CH3:1][O:2][C:3]1[CH:28]=[C:27]([O:29][CH3:30])[CH:26]=[CH:25][C:4]=1[CH2:5][N:6]([C:19]1[CH:24]=[CH:23][N:22]=[CH:21][N:20]=1)[S:7]([C:10]1[CH:15]=[C:14]([F:16])[C:13]([O:42][C@H:38]2[CH2:39][CH2:40][CH2:41][C@@H:37]2[C:36]2[N:32]([CH3:31])[N:33]=[CH:34][CH:35]=2)=[CH:12][C:11]=1[F:18])(=[O:8])=[O:9]. The catalyst class is: 3. (4) Reactant: [NH2:1][C@@H:2]([CH2:33][C:34]1[CH:39]=[CH:38][CH:37]=[CH:36][CH:35]=1)[CH2:3][C@H:4]([OH:32])[C@@H:5]([NH:19][C:20]([C@@H:22]([NH:27][C:28](=[O:31])[O:29][CH3:30])[C:23]([CH3:26])([CH3:25])[CH3:24])=[O:21])[CH2:6][C:7]1[CH:12]=[CH:11][C:10]([C:13]2[CH:18]=[CH:17][CH:16]=[CH:15][N:14]=2)=[CH:9][CH:8]=1.[CH3:40][O:41][C:42]([NH:44][C@@H:45]([C:49]([CH3:52])([CH3:51])[CH3:50])[C:46](O)=[O:47])=[O:43].CCOP(ON1N=NC2C=CC=CC=2C1=O)(OCC)=O.C(N(CC)C(C)C)(C)C. Product: [CH3:30][O:29][C:28](=[O:31])[NH:27][C@@H:22]([C:23]([CH3:25])([CH3:26])[CH3:24])[C:20](=[O:21])[NH:19][C@@H:5]([CH2:6][C:7]1[CH:12]=[CH:11][C:10]([C:13]2[CH:18]=[CH:17][CH:16]=[CH:15][N:14]=2)=[CH:9][CH:8]=1)[C@@H:4]([OH:32])[CH2:3][C@H:2]([CH2:33][C:34]1[CH:35]=[CH:36][CH:37]=[CH:38][CH:39]=1)[NH:1][C:46](=[O:47])[C@H:45]([C:49]([CH3:51])([CH3:50])[CH3:52])[NH:44][C:42](=[O:43])[O:41][CH3:40]. The catalyst class is: 1. (5) Reactant: Cl[C:2]1[C:3]([Cl:8])=[N:4][CH:5]=[CH:6][N:7]=1.[C:9]1(B(O)O)[CH:14]=[CH:13][CH:12]=[CH:11][CH:10]=1.C([O-])([O-])=O.[Na+].[Na+].C(Cl)Cl. Product: [Cl:8][C:3]1[CH:2]=[N:7][CH:6]=[C:5]([C:9]2[CH:14]=[CH:13][CH:12]=[CH:11][CH:10]=2)[N:4]=1. The catalyst class is: 438. (6) Reactant: [N:1]1([C:7](=[O:16])[CH2:8][CH2:9][CH2:10][CH2:11][C:12]([O:14]C)=[O:13])[CH2:6][CH2:5][O:4][CH2:3][CH2:2]1.[OH-].[Na+]. Product: [N:1]1([C:7](=[O:16])[CH2:8][CH2:9][CH2:10][CH2:11][C:12]([OH:14])=[O:13])[CH2:2][CH2:3][O:4][CH2:5][CH2:6]1. The catalyst class is: 24. (7) Reactant: [NH:1]1[CH2:6][CH2:5][O:4][CH2:3][CH2:2]1.CCN(CC)CC.[Br:14][C:15]1[CH:16]=[C:17]([S:21](Cl)(=[O:23])=[O:22])[CH:18]=[CH:19][CH:20]=1. Product: [Br:14][C:15]1[CH:16]=[C:17]([S:21]([N:1]2[CH2:6][CH2:5][O:4][CH2:3][CH2:2]2)(=[O:23])=[O:22])[CH:18]=[CH:19][CH:20]=1. The catalyst class is: 2.